Dataset: Peptide-MHC class I binding affinity with 185,985 pairs from IEDB/IMGT. Task: Regression. Given a peptide amino acid sequence and an MHC pseudo amino acid sequence, predict their binding affinity value. This is MHC class I binding data. (1) The binding affinity (normalized) is 0.578. The peptide sequence is CKMNWFLNW. The MHC is Mamu-B52 with pseudo-sequence Mamu-B52. (2) The peptide sequence is SQYLELDTI. The MHC is HLA-A30:02 with pseudo-sequence HLA-A30:02. The binding affinity (normalized) is 0. (3) The peptide sequence is APNVISSKI. The MHC is HLA-B35:01 with pseudo-sequence HLA-B35:01. The binding affinity (normalized) is 0.0513. (4) The peptide sequence is FVYVNGKKI. The MHC is HLA-A02:01 with pseudo-sequence HLA-A02:01. The binding affinity (normalized) is 0.0130. (5) The peptide sequence is TLNHVLALK. The MHC is H-2-Db with pseudo-sequence H-2-Db. The binding affinity (normalized) is 0. (6) The peptide sequence is ISFFFINF. The MHC is H-2-Kb with pseudo-sequence H-2-Kb. The binding affinity (normalized) is 0.734. (7) The peptide sequence is TYSAGIVQI. The MHC is Patr-A0901 with pseudo-sequence Patr-A0901. The binding affinity (normalized) is 0.211. (8) The peptide sequence is ASFYYIWKSY. The MHC is HLA-A26:01 with pseudo-sequence HLA-A26:01. The binding affinity (normalized) is 0.293. (9) The peptide sequence is FYLCFLAFLL. The MHC is Patr-A0701 with pseudo-sequence Patr-A0701. The binding affinity (normalized) is 0.304.